Task: Predict hERG channel inhibition at various concentrations.. Dataset: hERG Central: cardiac toxicity at 1µM, 10µM, and general inhibition (1) Results: hERG_inhib (hERG inhibition (general)): blocker. The molecule is CSc1cccc(NC(=S)N(CCCN2CCCC2)Cc2cccs2)c1. (2) The compound is CC(Oc1ccccc1)C(=O)N1CCN(c2ccc(N3CCCCCC3)nn2)CC1. Results: hERG_inhib (hERG inhibition (general)): blocker. (3) The molecule is O=C(NCC1CCCN(Cc2ccc3nonc3c2)C1)c1ccc(F)cc1. Results: hERG_inhib (hERG inhibition (general)): blocker. (4) The molecule is CC(C)CCNC(=O)[C@H](CSCc1ccccc1)N1Cc2ccccc2C1=O. Results: hERG_inhib (hERG inhibition (general)): blocker. (5) The compound is N#CCCN1CCN(C(=S)c2ccc(-c3cccc(Cl)c3)o2)CC1. Results: hERG_inhib (hERG inhibition (general)): blocker.